Dataset: Forward reaction prediction with 1.9M reactions from USPTO patents (1976-2016). Task: Predict the product of the given reaction. (1) Given the reactants Cl[C:2]1[CH:17]=[C:6]2[C:7]3[C:12]([CH2:13][CH2:14][N:5]2[C:4](=[O:18])[N:3]=1)=[CH:11][C:10]([O:15][CH3:16])=[CH:9][CH:8]=3.[F:19][C:20]([F:29])([F:28])[C:21]1[CH:27]=[CH:26][CH:25]=[CH:24][C:22]=1[NH2:23], predict the reaction product. The product is: [CH3:16][O:15][C:10]1[CH:11]=[C:12]2[C:7](=[CH:8][CH:9]=1)[C:6]1=[CH:17][C:2]([NH:23][C:22]3[CH:24]=[CH:25][CH:26]=[CH:27][C:21]=3[C:20]([F:19])([F:28])[F:29])=[N:3][C:4](=[O:18])[N:5]1[CH2:14][CH2:13]2. (2) Given the reactants [CH3:1][C@@:2]12[C:8]([CH3:10])([CH3:9])[C@@H:5]([CH2:6][CH2:7]1)[C:4](=O)[C:3]2=O.COP([CH2:19][C:20](=O)[C:21]1[CH:26]=[CH:25][CH:24]=[CH:23][C:22]=1[O:27][C:28]([F:31])([F:30])[F:29])(=O)OC.O.[NH2:34][NH2:35], predict the reaction product. The product is: [CH3:1][C@@:2]12[C:8]([CH3:10])([CH3:9])[C@@H:5]([CH2:6][CH2:7]1)[C:4]1[C:3]2=[N:34][N:35]=[C:20]([C:21]2[CH:26]=[CH:25][CH:24]=[CH:23][C:22]=2[O:27][C:28]([F:31])([F:30])[F:29])[CH:19]=1. (3) Given the reactants [N+:1]([C:4]1[CH:5]=[N:6][C:7]2[C:12]([C:13]=1[NH:14][CH2:15][CH2:16][CH2:17][NH:18][C:19](=[O:26])[C:20]1[CH:25]=[CH:24][CH:23]=[CH:22][CH:21]=1)=[CH:11][CH:10]=[CH:9][CH:8]=2)([O-])=O.[C:27]1(C)C=CC=CC=1.C(OC(OCC)OCC)C, predict the reaction product. The product is: [N:14]1([CH2:15][CH2:16][CH2:17][NH:18][C:19](=[O:26])[C:20]2[CH:25]=[CH:24][CH:23]=[CH:22][CH:21]=2)[C:13]2[C:12]3[CH:11]=[CH:10][CH:9]=[CH:8][C:7]=3[N:6]=[CH:5][C:4]=2[N:1]=[CH:27]1.